Predict the reactants needed to synthesize the given product. From a dataset of Full USPTO retrosynthesis dataset with 1.9M reactions from patents (1976-2016). (1) The reactants are: [CH2:1]([C:7]1[C:8]2[S:17][CH:16]=[CH:15][C:9]=2[S:10][C:11]=1C(O)=O)[CH2:2][CH2:3][CH2:4][CH2:5][CH3:6].N1C2C(=CC=CC=2)C=CC=1.C(=O)=O. Given the product [CH2:1]([C:7]1[C:8]2[S:17][CH:16]=[CH:15][C:9]=2[S:10][CH:11]=1)[CH2:2][CH2:3][CH2:4][CH2:5][CH3:6], predict the reactants needed to synthesize it. (2) The reactants are: [CH3:1][C:2]1([CH3:25])[CH2:11][CH2:10][C:9]([CH3:13])([CH3:12])[C:8]2[CH:7]=[C:6]([CH:14]([OH:17])[C:15]#[CH:16])[CH:5]=[C:4]([C:18]3[CH:23]=[CH:22][C:21]([CH3:24])=[CH:20][CH:19]=3)[C:3]1=2.I[C:27]1[CH:35]=[CH:34][C:30]([C:31]([OH:33])=[O:32])=[CH:29][CH:28]=1. Given the product [OH:17][CH:14]([C:6]1[CH:5]=[C:4]([C:18]2[CH:23]=[CH:22][C:21]([CH3:24])=[CH:20][CH:19]=2)[C:3]2[C:2]([CH3:25])([CH3:1])[CH2:11][CH2:10][C:9]([CH3:12])([CH3:13])[C:8]=2[CH:7]=1)[C:15]#[C:16][C:27]1[CH:35]=[CH:34][C:30]([C:31]([OH:33])=[O:32])=[CH:29][CH:28]=1, predict the reactants needed to synthesize it. (3) Given the product [NH2:13][C:11]1[CH:10]=[CH:9][C:8]2[C:2]([CH3:17])([CH3:1])[NH:3][C:4](=[O:16])[CH2:5][CH2:6][C:7]=2[CH:12]=1, predict the reactants needed to synthesize it. The reactants are: [CH3:1][C:2]1([CH3:17])[C:8]2[CH:9]=[CH:10][C:11]([N+:13]([O-])=O)=[CH:12][C:7]=2[CH2:6][CH2:5][C:4](=[O:16])[NH:3]1.[O-]S(S([O-])=O)=O.[Na+].[Na+].C(=O)(O)[O-].[Na+].[Na+].[Cl-].